Predict the reaction yield, written as a fraction of the theoretical maximum amount of product (1.0 means a 100% yield; for example, 0.34 means a 34% yield). From a dataset of Reaction yield outcomes from USPTO patents with 853,638 reactions. (1) The reactants are [Cl:1][C:2]1[CH:11]=[C:10]([Cl:12])[C:9]([N:13]2[CH2:18][CH2:17][O:16][CH2:15][CH2:14]2)=[CH:8][C:3]=1[C:4](OC)=[O:5].[NH3:19]. No catalyst specified. The yield is 0.430. The product is [Cl:1][C:2]1[CH:11]=[C:10]([Cl:12])[C:9]([N:13]2[CH2:18][CH2:17][O:16][CH2:15][CH2:14]2)=[CH:8][C:3]=1[C:4]([NH2:19])=[O:5]. (2) The yield is 0.870. The product is [CH3:1][O:2][CH2:3][CH2:4][NH:5][CH2:13][C:14]([O:16][CH3:17])=[O:15]. The catalyst is C(#N)C. The reactants are [CH3:1][O:2][CH2:3][CH2:4][NH2:5].C(=O)([O-])[O-].[K+].[K+].Br[CH2:13][C:14]([O:16][CH3:17])=[O:15]. (3) The reactants are [S:1]1[CH:5]=[CH:4][N:3]=[C:2]1[C:6]([OH:8])=O.[Cl:9][C:10]1[CH:16]=[CH:15][C:14]([N+:17]([O-:19])=[O:18])=[CH:13][C:11]=1[NH2:12].CN(C(ON1N=NC2C=CC=NC1=2)=[N+](C)C)C.F[P-](F)(F)(F)(F)F.CCN(C(C)C)C(C)C. The catalyst is CN(C=O)C.CCOC(C)=O. The product is [Cl:9][C:10]1[CH:16]=[CH:15][C:14]([N+:17]([O-:19])=[O:18])=[CH:13][C:11]=1[NH:12][C:6]([C:2]1[S:1][CH:5]=[CH:4][N:3]=1)=[O:8]. The yield is 0.470. (4) The reactants are Cl.[CH3:2][CH:3]1[CH2:6][CH:5]([NH2:7])[CH2:4]1.[CH3:8][S:9](Cl)(=[O:11])=[O:10]. The catalyst is C(OCC)(=O)C. The product is [CH3:2][CH:3]1[CH2:6][CH:5]([NH:7][S:9]([CH3:8])(=[O:11])=[O:10])[CH2:4]1. The yield is 0.930. (5) The reactants are [CH3:1][O:2][C:3]1[CH:4]=[C:5]([OH:9])[CH:6]=[CH:7][CH:8]=1.[H-].[Na+].[Cl:12][CH2:13][CH2:14][CH2:15]I.[Na+].[Cl-]. The catalyst is CN(C=O)C.O. The product is [Cl:12][CH2:13][CH2:14][CH2:15][O:9][C:5]1[CH:6]=[CH:7][CH:8]=[C:3]([O:2][CH3:1])[CH:4]=1. The yield is 1.00. (6) The reactants are O.[NH2:2][NH2:3].Cl[C:5]1[N:6]=[N:7][C:8]([C:11]2[CH:16]=[CH:15][C:14]([F:17])=[CH:13][CH:12]=2)=[CH:9][N:10]=1. The catalyst is N1C=CC=CC=1. The product is [F:17][C:14]1[CH:15]=[CH:16][C:11]([C:8]2[N:7]=[N:6][C:5]([NH:2][NH2:3])=[N:10][CH:9]=2)=[CH:12][CH:13]=1. The yield is 0.919.